This data is from Forward reaction prediction with 1.9M reactions from USPTO patents (1976-2016). The task is: Predict the product of the given reaction. (1) Given the reactants [CH2:1]([O:3][C:4](=[O:58])[CH2:5][N:6]([C:8](=[O:57])[C@@H:9]([NH:25][C:26](=[O:56])[C@@H:27]([NH:52][C:53](=[O:55])[CH3:54])[CH2:28][CH2:29][CH2:30][NH:31]/[C:32](/[NH2:51])=[N:33]\[S:34]([C:37]1[C:38]([CH3:50])=[C:39]([CH3:49])[C:40]2[O:44][C:43]([CH3:46])([CH3:45])[CH2:42][C:41]=2[C:47]=1[CH3:48])(=[O:36])=[O:35])[CH2:10][N:11]([CH3:24])S(C1C=CC=CC=1[N+]([O-])=O)(=O)=O)[CH3:7])[CH3:2].C([O-])([O-])=O.[K+].[K+].SCC(CO)O, predict the reaction product. The product is: [CH2:1]([O:3][C:4](=[O:58])[CH2:5][N:6]([C:8](=[O:57])[C@@H:9]([NH:25][C:26](=[O:56])[C@@H:27]([NH:52][C:53](=[O:55])[CH3:54])[CH2:28][CH2:29][CH2:30][NH:31]/[C:32](/[NH2:51])=[N:33]\[S:34]([C:37]1[C:38]([CH3:50])=[C:39]([CH3:49])[C:40]2[O:44][C:43]([CH3:46])([CH3:45])[CH2:42][C:41]=2[C:47]=1[CH3:48])(=[O:36])=[O:35])[CH2:10][NH:11][CH3:24])[CH3:7])[CH3:2]. (2) Given the reactants [NH2:1][C:2]1[N:7]=[C:6]([CH3:8])[C:5]([CH2:9][C:10]2[CH:15]=[CH:14][C:13](CC#N)=[CH:12][CH:11]=2)=[C:4]([NH:19][CH2:20][CH2:21][CH2:22][CH2:23][CH3:24])[N:3]=1.[OH-:25].[K+].[CH2:27]([OH:29])[CH3:28], predict the reaction product. The product is: [NH2:1][C:2]1[N:7]=[C:6]([CH3:8])[C:5]([CH2:9][C:10]2[CH:15]=[CH:14][C:13]([CH2:28][C:27]([OH:25])=[O:29])=[CH:12][CH:11]=2)=[C:4]([NH:19][CH2:20][CH2:21][CH2:22][CH2:23][CH3:24])[N:3]=1. (3) Given the reactants [NH:1]1[C:10]2[C:5](=[CH:6][CH:7]=[CH:8][CH:9]=2)[CH2:4][CH2:3][CH2:2]1.Cl.C(N=C=NCCCN(C)C)C.[CH3:23][O:24][C:25]1[C:26](=[O:52])[C:27]([CH3:51])=[C:28]([CH2:34][C:35]2[CH:36]=[CH:37][C:38]([O:44][C:45]3[CH:50]=[CH:49][CH:48]=[CH:47][CH:46]=3)=[C:39]([CH:43]=2)[C:40](O)=[O:41])[C:29](=[O:33])[C:30]=1[O:31][CH3:32], predict the reaction product. The product is: [CH3:23][O:24][C:25]1[C:26](=[O:52])[C:27]([CH3:51])=[C:28]([CH2:34][C:35]2[CH:36]=[CH:37][C:38]([O:44][C:45]3[CH:50]=[CH:49][CH:48]=[CH:47][CH:46]=3)=[C:39]([CH:43]=2)[C:40]([N:1]2[C:10]3[C:5](=[CH:6][CH:7]=[CH:8][CH:9]=3)[CH2:4][CH2:3][CH2:2]2)=[O:41])[C:29](=[O:33])[C:30]=1[O:31][CH3:32]. (4) Given the reactants [C:1]([N:8]1[CH2:13][CH2:12][CH2:11][CH2:10][CH2:9]1)([O:3][C:4]([CH3:7])([CH3:6])[CH3:5])=[O:2].CC(C)([O-])C.[K+].BrCC1[C:23]([C:30]2[CH:35]=[CH:34][CH:33]=[CH:32][C:31]=2[O:36][C:37]([F:40])([F:39])[F:38])=[N:24][O:25][C:26]=1[CH:27]1[CH2:29][CH2:28]1.[CH2:41]1[CH2:45][O:44][CH2:43][CH2:42]1, predict the reaction product. The product is: [CH:27]1([C:26]2[O:25][N:24]=[C:23]([C:30]3[CH:35]=[CH:34][CH:33]=[CH:32][C:31]=3[O:36][C:37]([F:38])([F:39])[F:40])[C:41]=2[CH2:45][O:44][CH:43]2[CH2:42][CH:13]3[N:8]([C:1]([O:3][C:4]([CH3:5])([CH3:6])[CH3:7])=[O:2])[CH:10]([CH2:11][CH2:12]3)[CH2:9]2)[CH2:29][CH2:28]1. (5) Given the reactants COC1C=CC(OC)=CC=1C[NH:6][C:7]1[N:12]=[C:11]([O:13][C:14]2[CH:15]=[C:16]([CH3:28])[C:17]3[CH:21]([CH2:22][C:23]([OH:25])=[O:24])[O:20][B:19]([OH:26])[C:18]=3[CH:27]=2)[CH:10]=[CH:9][N:8]=1.FC(F)(F)C(O)=O, predict the reaction product. The product is: [CH:23]([OH:25])=[O:24].[NH2:6][C:7]1[N:12]=[C:11]([O:13][C:14]2[CH:15]=[C:16]([CH3:28])[C:17]3[CH:21]([CH2:22][C:23]([OH:25])=[O:24])[O:20][B:19]([OH:26])[C:18]=3[CH:27]=2)[CH:10]=[CH:9][N:8]=1.